This data is from Catalyst prediction with 721,799 reactions and 888 catalyst types from USPTO. The task is: Predict which catalyst facilitates the given reaction. (1) Reactant: [C:1](Cl)(Cl)=[O:2].[OH:5][C:6]1[N:11]=[CH:10][C:9]([N:12]2[C:17](=[O:18])[CH2:16][C:15]([CH3:20])([CH3:19])[CH2:14][C:13]2=[O:21])=[CH:8][CH:7]=1.C(N(CC)CC)C.N12CCN(CC1)CC2.[N:37]1([O:42][CH:43]2[CH2:48][CH2:47][NH:46][CH2:45][CH2:44]2)[CH:41]=[CH:40][CH:39]=[N:38]1. The catalyst class is: 4. Product: [CH3:20][C:15]1([CH3:19])[CH2:16][C:17](=[O:18])[N:12]([C:9]2[CH:10]=[N:11][C:6]([O:5][C:1]([N:46]3[CH2:47][CH2:48][CH:43]([O:42][N:37]4[CH:41]=[CH:40][CH:39]=[N:38]4)[CH2:44][CH2:45]3)=[O:2])=[CH:7][CH:8]=2)[C:13](=[O:21])[CH2:14]1. (2) Reactant: C([N:8]1[CH2:13][CH2:12][C:11]([OH:15])([OH:14])[C:10]([F:17])([F:16])[CH2:9]1)C1C=CC=CC=1.[C:26](O[C:26]([O:28][C:29]([CH3:32])([CH3:31])[CH3:30])=[O:27])([O:28][C:29]([CH3:32])([CH3:31])[CH3:30])=[O:27].[H][H]. Product: [F:16][C:10]1([F:17])[C:11]([OH:15])([OH:14])[CH2:12][CH2:13][N:8]([C:26]([O:28][C:29]([CH3:30])([CH3:31])[CH3:32])=[O:27])[CH2:9]1. The catalyst class is: 50. (3) Reactant: CS([C:5]1[N:10]=[C:9]([C:11]2[N:15]3[CH:16]=[CH:17][CH:18]=[CH:19][C:14]3=[N:13][C:12]=2[C:20]2[CH:25]=[CH:24][CH:23]=[C:22]([CH3:26])[N:21]=2)[CH:8]=[CH:7][N:6]=1)(=O)=O.[CH3:27][O:28][CH2:29][CH2:30][NH2:31].C(O)(C(F)(F)F)=O. Product: [CH3:27][O:28][CH2:29][CH2:30][NH:31][C:5]1[N:10]=[C:9]([C:11]2[N:15]3[CH:16]=[CH:17][CH:18]=[CH:19][C:14]3=[N:13][C:12]=2[C:20]2[CH:25]=[CH:24][CH:23]=[C:22]([CH3:26])[N:21]=2)[CH:8]=[CH:7][N:6]=1. The catalyst class is: 10. (4) Reactant: [CH3:1][I:2].[CH3:3][N:4]([CH2:6][C:7]1[C:11]2[CH:12]=[CH:13][C:14]([O:16][CH2:17][C:18]3[CH:23]=[CH:22][CH:21]=[CH:20][CH:19]=3)=[CH:15][C:10]=2[NH:9][CH:8]=1)[CH3:5]. Product: [I-:2].[CH2:17]([O:16][C:14]1[CH:15]=[C:10]2[C:11]([C:7]([CH2:6][N+:4]([CH3:1])([CH3:3])[CH3:5])=[CH:8][NH:9]2)=[CH:12][CH:13]=1)[C:18]1[CH:23]=[CH:22][CH:21]=[CH:20][CH:19]=1. The catalyst class is: 48. (5) The catalyst class is: 325. Product: [CH3:24][C:9]1([CH3:25])[O:8][CH2:2][N:13]([CH2:14][C:15]2[CH:20]=[CH:19][CH:18]=[CH:17][C:16]=2[N+:21]([O-:23])=[O:22])[C:11](=[O:12])[CH2:10]1. Reactant: F[C:2](F)(F)C(O)=O.[OH:8][C:9]([CH3:25])([CH3:24])[CH2:10][C:11]([NH:13][CH2:14][C:15]1[CH:20]=[CH:19][CH:18]=[CH:17][C:16]=1[N+:21]([O-:23])=[O:22])=[O:12].C=O.C(Cl)(Cl)Cl.